From a dataset of Reaction yield outcomes from USPTO patents with 853,638 reactions. Predict the reaction yield, written as a fraction of the theoretical maximum amount of product (1.0 means a 100% yield; for example, 0.34 means a 34% yield). (1) The reactants are [CH3:1][C:2]([O:5][C:6]([NH:8][C:9]1[CH:10]=[C:11]([CH2:15][CH2:16][C:17]([OH:19])=[O:18])[CH:12]=[CH:13][CH:14]=1)=[O:7])([CH3:4])[CH3:3].[C:20](=O)([O-])O.[K+].CI. The catalyst is CN(C=O)C. The product is [CH3:4][C:2]([O:5][C:6]([NH:8][C:9]1[CH:10]=[C:11]([CH2:15][CH2:16][C:17]([O:19][CH3:20])=[O:18])[CH:12]=[CH:13][CH:14]=1)=[O:7])([CH3:1])[CH3:3]. The yield is 0.970. (2) The catalyst is C(OCC)(=O)C. The reactants are [C:1]([O:4][C:5]1[C:12]([C:13]([CH3:16])([CH3:15])[CH3:14])=[CH:11][C:8]([CH:9]=O)=[CH:7][C:6]=1[C:17]([CH3:20])([CH3:19])[CH3:18])(=[O:3])[CH3:2].C1C=CC=CC=1.[C:27]([NH:31][OH:32])([CH3:30])([CH3:29])[CH3:28]. The product is [C:1]([O:4][C:5]1[C:12]([C:13]([CH3:16])([CH3:15])[CH3:14])=[CH:11][C:8]([CH:9]=[N+:31]([C:27]([CH3:30])([CH3:29])[CH3:28])[O-:32])=[CH:7][C:6]=1[C:17]([CH3:20])([CH3:19])[CH3:18])(=[O:3])[CH3:2]. The yield is 0.744.